Dataset: Peptide-MHC class I binding affinity with 185,985 pairs from IEDB/IMGT. Task: Regression. Given a peptide amino acid sequence and an MHC pseudo amino acid sequence, predict their binding affinity value. This is MHC class I binding data. (1) The peptide sequence is FPLWNTEKI. The MHC is HLA-A02:03 with pseudo-sequence HLA-A02:03. The binding affinity (normalized) is 0.0847. (2) The peptide sequence is CAVNTPVSMT. The MHC is HLA-A68:02 with pseudo-sequence HLA-A68:02. The binding affinity (normalized) is 0.391. (3) The peptide sequence is QIYPGIKVR. The MHC is HLA-B35:01 with pseudo-sequence HLA-B35:01. The binding affinity (normalized) is 0. (4) The peptide sequence is ASFKAGKLR. The MHC is HLA-A02:01 with pseudo-sequence HLA-A02:01. The binding affinity (normalized) is 0.0847. (5) The peptide sequence is HLAGFIHAC. The MHC is HLA-A02:02 with pseudo-sequence HLA-A02:02. The binding affinity (normalized) is 0.676. (6) The peptide sequence is SYIRYFTVF. The MHC is HLA-C04:01 with pseudo-sequence HLA-C04:01. The binding affinity (normalized) is 0.0847.